This data is from hERG Central: cardiac toxicity at 1µM, 10µM, and general inhibition. The task is: Predict hERG channel inhibition at various concentrations. (1) The drug is CCN(CC(=O)NCc1ccc(F)cc1)C(=O)CN1CCN(c2ccc(OC)cc2)CC1.O=C(O)C(=O)O. Results: hERG_inhib (hERG inhibition (general)): blocker. (2) The drug is O=C(Nc1ccc(Cl)c(Cl)c1)N(Cc1cccnc1)Cc1ccco1. Results: hERG_inhib (hERG inhibition (general)): blocker. (3) The molecule is CCOC(=O)N1CCN(C(=O)c2ccc3nc(-c4ccccc4)c(-c4ccccc4)nc3c2)CC1. Results: hERG_inhib (hERG inhibition (general)): blocker. (4) The drug is CN1/C(=C\C=Nc2ccc3ccccc3c2)C(C)(C)c2ccccc21. Results: hERG_inhib (hERG inhibition (general)): blocker. (5) The drug is COc1ccc(C2c3ccc(O)cc3Oc3ncn(Cc4ccco4)c(=N)c32)cc1OC. Results: hERG_inhib (hERG inhibition (general)): blocker. (6) The drug is COc1cc2c(cc1OC)CN(c1nc(CN3CCCC3)nc3sc(C)c(C)c13)CC2. Results: hERG_inhib (hERG inhibition (general)): blocker.